Binary Classification. Given a T-cell receptor sequence (or CDR3 region) and an epitope sequence, predict whether binding occurs between them. From a dataset of TCR-epitope binding with 47,182 pairs between 192 epitopes and 23,139 TCRs. (1) The epitope is KLGGALQAK. The TCR CDR3 sequence is CASTVQADYGYTF. Result: 1 (the TCR binds to the epitope). (2) The epitope is KPLEFGATSAAL. The TCR CDR3 sequence is CASSDPDRIKNIQYF. Result: 0 (the TCR does not bind to the epitope). (3) The epitope is YSEHPTFTSQY. The TCR CDR3 sequence is CASSLLAGEINEQFF. Result: 0 (the TCR does not bind to the epitope). (4) The epitope is MMISAGFSL. The TCR CDR3 sequence is CASSHLLGTSGYEQYF. Result: 0 (the TCR does not bind to the epitope). (5) The epitope is LLWNGPMAV. The TCR CDR3 sequence is CATSRGQAYEQYF. Result: 1 (the TCR binds to the epitope). (6) The epitope is GTITSGWTF. The TCR CDR3 sequence is CAISDELAVNEQFF. Result: 1 (the TCR binds to the epitope). (7) The epitope is GTSGSPIVNR. The TCR CDR3 sequence is CSASLAGGPFQETQYF. Result: 0 (the TCR does not bind to the epitope).